From a dataset of Forward reaction prediction with 1.9M reactions from USPTO patents (1976-2016). Predict the product of the given reaction. (1) Given the reactants O1CCCCC1[O:7][CH2:8][CH2:9][O:10][C:11]1[CH:16]=[CH:15][C:14]([S:17]([N:20]2[CH2:25][CH2:24][C:23](=[N:26][O:27][CH2:28][C:29]3[CH:30]=[C:31]([CH:34]=[CH:35][CH:36]=3)[C:32]#[N:33])[CH2:22][CH2:21]2)(=[O:19])=[O:18])=[CH:13][CH:12]=1.C12(CS(O)(=O)=O)C(C)(C)C(CC1)CC2=O.C([O-])(O)=O.[Na+], predict the reaction product. The product is: [OH:7][CH2:8][CH2:9][O:10][C:11]1[CH:16]=[CH:15][C:14]([S:17]([N:20]2[CH2:25][CH2:24][C:23](=[N:26][O:27][CH2:28][C:29]3[CH:30]=[C:31]([CH:34]=[CH:35][CH:36]=3)[C:32]#[N:33])[CH2:22][CH2:21]2)(=[O:18])=[O:19])=[CH:13][CH:12]=1. (2) Given the reactants FC(F)(F)C(O)=O.[CH3:8][S:9]([C:12]1[CH:33]=[CH:32][C:15]([O:16][C:17]2[N:22]=[CH:21][N:20]=[C:19]3[N:23]([CH:26]4[CH2:31][CH2:30][NH:29][CH2:28][CH2:27]4)[N:24]=[CH:25][C:18]=23)=[CH:14][CH:13]=1)(=[O:11])=[O:10].[S:34]1[CH:38]=[CH:37][CH:36]=[C:35]1[C:39](Cl)=[O:40].C(N(C(C)C)CC)(C)C, predict the reaction product. The product is: [CH3:8][S:9]([C:12]1[CH:13]=[CH:14][C:15]([O:16][C:17]2[N:22]=[CH:21][N:20]=[C:19]3[N:23]([CH:26]4[CH2:27][CH2:28][N:29]([C:39]([C:35]5[S:34][CH:38]=[CH:37][CH:36]=5)=[O:40])[CH2:30][CH2:31]4)[N:24]=[CH:25][C:18]=23)=[CH:32][CH:33]=1)(=[O:11])=[O:10]. (3) Given the reactants [C:1]([O:14][C@H:15]([CH2:97][O:98][C:99](=[O:111])[CH2:100][CH2:101][CH2:102][CH2:103][CH2:104][CH2:105][CH2:106][CH2:107][CH2:108][CH2:109][CH3:110])[CH2:16][S:17][CH2:18][C@H:19]([NH:79]C(OCC1C2C=CC=CC=2C2C1=CC=CC=2)=O)[C:20](=[O:78])[NH:21][CH2:22][CH2:23][CH2:24][O:25][CH2:26][CH2:27][O:28][CH2:29][CH2:30][O:31][CH2:32][CH2:33][CH2:34][NH:35][C:36](=[O:77])[CH:37]([CH2:56][S:57][C:58]([C:71]1[CH:76]=[CH:75][CH:74]=[CH:73][CH:72]=1)([C:65]1[CH:70]=[CH:69][CH:68]=[CH:67][CH:66]=1)[C:59]1[CH:64]=[CH:63][CH:62]=[CH:61][CH:60]=1)[NH:38]C(=O)OCC1C2C=CC=CC=2C2C1=CC=CC=2)(=[O:13])[CH2:2][CH2:3][CH2:4][CH2:5][CH2:6][CH2:7][CH2:8][CH2:9][CH2:10][CH2:11][CH3:12].N1CCCCC1, predict the reaction product. The product is: [C:1]([O:14][C@H:15]([CH2:97][O:98][C:99](=[O:111])[CH2:100][CH2:101][CH2:102][CH2:103][CH2:104][CH2:105][CH2:106][CH2:107][CH2:108][CH2:109][CH3:110])[CH2:16][S:17][CH2:18][C@H:19]([NH2:79])[C:20](=[O:78])[NH:21][CH2:22][CH2:23][CH2:24][O:25][CH2:26][CH2:27][O:28][CH2:29][CH2:30][O:31][CH2:32][CH2:33][CH2:34][NH:35][C:36](=[O:77])[CH:37]([NH2:38])[CH2:56][S:57][C:58]([C:71]1[CH:72]=[CH:73][CH:74]=[CH:75][CH:76]=1)([C:59]1[CH:64]=[CH:63][CH:62]=[CH:61][CH:60]=1)[C:65]1[CH:70]=[CH:69][CH:68]=[CH:67][CH:66]=1)(=[O:13])[CH2:2][CH2:3][CH2:4][CH2:5][CH2:6][CH2:7][CH2:8][CH2:9][CH2:10][CH2:11][CH3:12]. (4) The product is: [CH:1]1([CH:7]([NH:22][C:23]2[CH:24]=[CH:25][C:26]([C:55]([N:33]([CH3:32])[CH2:34][CH2:35][C:36]([OH:38])=[O:37])=[O:54])=[CH:30][CH:31]=2)[C:8]2[CH:12]=[C:11]([C:13]3[CH:18]=[CH:17][CH:16]=[C:15]([O:19][CH3:20])[N:14]=3)[O:10][C:9]=2[CH3:21])[CH2:2][CH2:3][CH2:4][CH2:5][CH2:6]1. Given the reactants [CH:1]1([CH:7]([NH:22][C:23]2[CH:31]=[CH:30][C:26](C(O)=O)=[CH:25][CH:24]=2)[C:8]2[CH:12]=[C:11]([C:13]3[CH:18]=[CH:17][CH:16]=[C:15]([O:19][CH3:20])[N:14]=3)[O:10][C:9]=2[CH3:21])[CH2:6][CH2:5][CH2:4][CH2:3][CH2:2]1.[CH3:32][NH:33][CH2:34][CH2:35][C:36]([O:38]CC)=[O:37].Cl.C(N=C=NCCCN(C)C)C.O.[OH:54][C:55]1C2N=NNC=2C=CC=1, predict the reaction product. (5) Given the reactants [CH:1]([N:4]1[C:9]2[N:10]=[C:11]([S:15][CH3:16])[N:12]=[C:13]([CH3:14])[C:8]=2[CH:7]=[CH:6][C:5]1=[O:17])([CH3:3])[CH3:2].C1C=C(Cl)C=C(C(OO)=[O:26])C=1.[OH2:29], predict the reaction product. The product is: [CH:1]([N:4]1[C:9]2[N:10]=[C:11]([S:15]([CH3:16])(=[O:26])=[O:29])[N:12]=[C:13]([CH3:14])[C:8]=2[CH:7]=[CH:6][C:5]1=[O:17])([CH3:3])[CH3:2]. (6) Given the reactants [Cl:1][C:2]1[CH:15]=[CH:14][C:5]([CH2:6][N:7]2[CH2:12][CH2:11][CH:10]([NH2:13])[CH2:9][CH2:8]2)=[CH:4][C:3]=1[O:16][CH2:17][CH3:18].[CH3:19][O:20][C:21]1[C:29]([O:30][CH3:31])=[CH:28][CH:27]=[CH:26][C:22]=1[C:23](O)=[O:24], predict the reaction product. The product is: [Cl:1][C:2]1[CH:15]=[CH:14][C:5]([CH2:6][N:7]2[CH2:12][CH2:11][CH:10]([NH:13][C:23](=[O:24])[C:22]3[CH:26]=[CH:27][CH:28]=[C:29]([O:30][CH3:31])[C:21]=3[O:20][CH3:19])[CH2:9][CH2:8]2)=[CH:4][C:3]=1[O:16][CH2:17][CH3:18]. (7) Given the reactants [NH2:1][C:2]1[N:10]=[C:9]([F:11])[N:8]=[C:7]2[C:3]=1[N:4]=[C:5]([CH2:17][C:18]1[C:26]([I:27])=[CH:25][C:21]3[O:22][CH2:23][O:24][C:20]=3[CH:19]=1)[N:6]2[CH2:12][CH2:13][CH2:14][CH2:15][OH:16].C([O-])([O-])=O.[Ca+2].[S:33](Cl)(=[O:36])(=[O:35])[NH2:34], predict the reaction product. The product is: [NH2:1][C:2]1[N:10]=[C:9]([F:11])[N:8]=[C:7]2[C:3]=1[N:4]=[C:5]([CH2:17][C:18]1[C:26]([I:27])=[CH:25][C:21]3[O:22][CH2:23][O:24][C:20]=3[CH:19]=1)[N:6]2[CH2:12][CH2:13][CH2:14][CH2:15][O:16][S:33](=[O:36])(=[O:35])[NH2:34]. (8) Given the reactants [Cl:1][C:2]1[N:7]=[C:6](Cl)[C:5]([N+:9]([O-:11])=[O:10])=[CH:4][N:3]=1.[NH2:12][C:13]1[CH:18]=[CH:17][CH:16]=[CH:15][C:14]=1[C:19]([C:21]1[CH:26]=[CH:25][CH:24]=[CH:23][CH:22]=1)=[O:20].C(N(CC)C(C)C)(C)C, predict the reaction product. The product is: [Cl:1][C:2]1[N:7]=[C:6]([NH:12][C:13]2[CH:18]=[CH:17][CH:16]=[CH:15][C:14]=2[C:19]([C:21]2[CH:22]=[CH:23][CH:24]=[CH:25][CH:26]=2)=[O:20])[C:5]([N+:9]([O-:11])=[O:10])=[CH:4][N:3]=1. (9) Given the reactants [Br:1][C:2]1[CH:7]=[CH:6][C:5]([CH2:8][NH:9][C:10]2[CH:15]=[CH:14][C:13]([CH:16]([CH3:18])[CH3:17])=[CH:12][CH:11]=2)=[CH:4][CH:3]=1.[CH:19]([C:22]1[CH:27]=[CH:26][CH:25]=[C:24]([CH:28]([CH3:30])[CH3:29])[C:23]=1[N:31]=[C:32]=[O:33])([CH3:21])[CH3:20], predict the reaction product. The product is: [Br:1][C:2]1[CH:3]=[CH:4][C:5]([CH2:8][N:9]([C:10]2[CH:11]=[CH:12][C:13]([CH:16]([CH3:18])[CH3:17])=[CH:14][CH:15]=2)[C:32]([NH:31][C:23]2[C:22]([CH:19]([CH3:20])[CH3:21])=[CH:27][CH:26]=[CH:25][C:24]=2[CH:28]([CH3:30])[CH3:29])=[O:33])=[CH:6][CH:7]=1.